This data is from NCI-60 drug combinations with 297,098 pairs across 59 cell lines. The task is: Regression. Given two drug SMILES strings and cell line genomic features, predict the synergy score measuring deviation from expected non-interaction effect. Drug 1: CC(C)(C#N)C1=CC(=CC(=C1)CN2C=NC=N2)C(C)(C)C#N. Drug 2: CC(C)NC(=O)C1=CC=C(C=C1)CNNC.Cl. Cell line: SK-OV-3. Synergy scores: CSS=-5.79, Synergy_ZIP=5.06, Synergy_Bliss=4.54, Synergy_Loewe=-3.38, Synergy_HSA=-3.46.